Dataset: Catalyst prediction with 721,799 reactions and 888 catalyst types from USPTO. Task: Predict which catalyst facilitates the given reaction. Reactant: [CH3:1][C:2]1[C:7]2[NH:8][C:9](=[S:11])[NH:10][C:6]=2[CH:5]=[C:4]([O:12][CH2:13][C:14]2[CH:23]=[CH:22][CH:21]=[CH:20][C:15]=2[C:16]([O:18][CH3:19])=[O:17])[CH:3]=1.[CH:24](N(CC)C(C)C)(C)[CH3:25].ICC. Product: [CH2:24]([S:11][C:9]1[NH:10][C:6]2[CH:5]=[C:4]([O:12][CH2:13][C:14]3[CH:23]=[CH:22][CH:21]=[CH:20][C:15]=3[C:16]([O:18][CH3:19])=[O:17])[CH:3]=[C:2]([CH3:1])[C:7]=2[N:8]=1)[CH3:25]. The catalyst class is: 9.